Task: Predict the reaction yield, written as a fraction of the theoretical maximum amount of product (1.0 means a 100% yield; for example, 0.34 means a 34% yield).. Dataset: Reaction yield outcomes from USPTO patents with 853,638 reactions The reactants are [CH3:1][O:2][C:3](=[O:23])[CH2:4][C:5](=[N:21][OH:22])[NH:6][C:7]([C:9]1[NH:10][C:11]2[C:16]([CH:17]=1)=[CH:15][CH:14]=[CH:13][C:12]=2[N+:18]([O-:20])=[O:19])=O.N1C=CC=CC=1. The catalyst is CN(C=O)C. The product is [CH3:1][O:2][C:3](=[O:23])[CH2:4][C:5]1[N:6]=[C:7]([C:9]2[NH:10][C:11]3[C:16]([CH:17]=2)=[CH:15][CH:14]=[CH:13][C:12]=3[N+:18]([O-:20])=[O:19])[O:22][N:21]=1. The yield is 0.900.